This data is from Human Reference Interactome with 51,813 positive PPI pairs across 8,248 proteins, plus equal number of experimentally-validated negative pairs. The task is: Binary Classification. Given two protein amino acid sequences, predict whether they physically interact or not. (1) Protein 1 (ENSG00000105619) has sequence MELEQREGTMAAVGFEEFSAPPGSELALPPLFGGHILESELETEVEFVSGGLGGSGLRERDEEEEAARGRRRRQRELNRRKYQALGRRCREIEQVNERVLNRLHQVQRITRRLQQERRFLMRVLDSYGDDYRASQFTIVLEAMRRMSLQRKRHCPRPEGLLHPQNPAAQPPVRGPVGGRGGECHGMDAEQEMR*MELEQREGTMAAVGFEEFSAPPGSELALPPLFGGHILESELETEVEFVSGGLGGSGLRERDEEEEAARGRRRRQRELNRRKYQALGRRCREIEQVPHESAGLLRG*.... Protein 2 (ENSG00000198467) has sequence MDAIKKKMQMLKLDKENAIDRAEQAEADKKQAEDRCKQLEEEQQALQKKLKGTEDEVEKYSESVKEAQEKLEQAEKKATDAEADVASLNRRIQLVEEELDRAQERLATALQKLEEAEKAADESERGMKVIENRAMKDEEKMELQEMQLKEAKHIAEDSDRKYEEVARKLVILEGELERSEERAEVAESKCGDLEEELKIVTNNLKSLEAQADKYSTKEDKYEEEIKLLEEKLKEAETRAEFAERSVAKLEKTIDDLEETLASAKEENVEIHQTLDQTLLELNNL*MDAIKKKMQMLKLDK.... Result: 1 (the proteins interact). (2) Protein 1 (ENSG00000177570) has sequence MAVEALHCGLNPRGIDHPAHAEGIKLQIEGEGVESQSIKNKNFQKVPDQKGTPKRLQAEAETAKSATVKLSKPVALWTQQDVCKWLKKHCPNQYQIYSESFKQHDITGRALLRLTDKKLERMGIAQENLRQHILQQVLQLKVREEVRNLQLLTQGTLLLPDGWMDGEIRRKTTLLLGQTGVRENLLLFLHRISIIENSIQI*MAVEALHCGLNPRGIDHPAHAEGIKLQIEGEGVESQSIKNKNFQKVPDQKGTPKRLQAEAETAKSATVKLSKPVALWTQQDVCKWLKKHCPNQYQIYR.... Protein 2 (ENSG00000158008) has sequence MQSWRRRKSLWLALSASWLLLVLLGGFSLLRLALPPRPRPGASQGWPRWLDAELLQSFSQPGELPEDAVSPPQAPHGGSCNWESCFDTSKCRGDGLKVFVYPAVGTISETHRRILASIEGSRFYTFSPAGACLLLLLSLDAQTGECSSMPLQWNRGRNHLVLRLHPAPCPRTFQLGQAMVAEASPTVDSFRPGFDVALPFLPEAHPLRGGAPGQLRQHSPQPGVALLALEEERGGWRTADTGSSACPWDGRCEQDPGPGQTQRQETLPNATFCLISGHRPEAASRFLQALQAGCIPVLLS.... Result: 0 (the proteins do not interact). (3) Protein 1 (ENSG00000173141) has sequence MFLTALLWRGRIPGRQWIGKHRRPRFVSLRAKQNMIRRLEIEAENHYWLSMPYMTREQERGHAAVRRREAFEAIKAAATSKFPPHRFIADQLDHLNVTKKWS*. Protein 2 (ENSG00000133083) has sequence MSFGRDMELEHFDERDKAQRYSRGSRVNGLPSPTHSAHCSFYRTRTLQTLSSEKKAKKVRFYRNGDRYFKGIVYAISPDRFRSFEALLADLTRTLSDNVNLPQGVRTIYTIDGLKKISSLDQLVEGESYVCGSIEPFKKLEYTKNVNPNWSVNVKTTSASRAVSSLATAKGSPSEVRENKDFIRPKLVTIIRSGVKPRKAVRILLNKKTAHSFEQVLTDITDAIKLDSGVVKRLYTLDGKQVMCLQDFFGDDDIFIACGPEKFRYQDDFLLDESECRVVKSTSYTKIASSSRRSTTKSPG.... Result: 0 (the proteins do not interact).